From a dataset of Forward reaction prediction with 1.9M reactions from USPTO patents (1976-2016). Predict the product of the given reaction. (1) Given the reactants C(OC([N:8]1[CH2:13][CH2:12][CH:11]([NH:14][C:15](=[O:45])[C:16]2[CH:21]=[C:20]([F:22])[C:19]([NH:23][C:24]3[N:25]=[CH:26][C:27]4[N:33]([CH3:34])[C:32](=[O:35])[C:31]([F:37])([F:36])[CH2:30][N:29]([CH:38]5[CH2:42][CH2:41][CH2:40][CH2:39]5)[C:28]=4[N:43]=3)=[CH:18][C:17]=2[F:44])[CH2:10][CH2:9]1)=O)(C)(C)C.FC(F)(F)C(O)=O, predict the reaction product. The product is: [CH:38]1([N:29]2[CH2:30][C:31]([F:37])([F:36])[C:32](=[O:35])[N:33]([CH3:34])[C:27]3[CH:26]=[N:25][C:24]([NH:23][C:19]4[C:20]([F:22])=[CH:21][C:16]([C:15]([NH:14][CH:11]5[CH2:12][CH2:13][NH:8][CH2:9][CH2:10]5)=[O:45])=[C:17]([F:44])[CH:18]=4)=[N:43][C:28]2=3)[CH2:39][CH2:40][CH2:41][CH2:42]1. (2) Given the reactants [Br:1][C:2]1[CH:3]=[C:4]2[C:8](=[CH:9][CH:10]=1)[C@@H:7]([N:11]1[C:15]3=[N:16][C:17]([CH2:21][OH:22])=[CH:18][C:19]([CH3:20])=[C:14]3[N:13]=[C:12]1[CH2:23][CH3:24])[CH2:6][CH2:5]2.C(N(CC)CC)C.[CH3:32][S:33](Cl)(=[O:35])=[O:34], predict the reaction product. The product is: [CH3:32][S:33]([O:22][CH2:21][C:17]1[N:16]=[C:15]2[N:11]([C@@H:7]3[C:8]4[C:4](=[CH:3][C:2]([Br:1])=[CH:10][CH:9]=4)[CH2:5][CH2:6]3)[C:12]([CH2:23][CH3:24])=[N:13][C:14]2=[C:19]([CH3:20])[CH:18]=1)(=[O:35])=[O:34].